From a dataset of Forward reaction prediction with 1.9M reactions from USPTO patents (1976-2016). Predict the product of the given reaction. Given the reactants [C:1]([O:5][C:6]([N:8]1[CH2:11][CH:10]([C:12]2[CH:13]=[C:14]3[C:20]([C:21]([O:23][CH3:24])=[O:22])=[N:19][N:18](S(C4C=CC(C)=CC=4)(=O)=O)[C:15]3=[N:16][CH:17]=2)[CH2:9]1)=[O:7])([CH3:4])([CH3:3])[CH3:2].[OH-].[Li+], predict the reaction product. The product is: [C:1]([O:5][C:6]([N:8]1[CH2:9][CH:10]([C:12]2[CH:13]=[C:14]3[C:20]([C:21]([O:23][CH3:24])=[O:22])=[N:19][NH:18][C:15]3=[N:16][CH:17]=2)[CH2:11]1)=[O:7])([CH3:4])([CH3:3])[CH3:2].